From a dataset of NCI-60 drug combinations with 297,098 pairs across 59 cell lines. Regression. Given two drug SMILES strings and cell line genomic features, predict the synergy score measuring deviation from expected non-interaction effect. (1) Drug 1: CN1CCC(CC1)COC2=C(C=C3C(=C2)N=CN=C3NC4=C(C=C(C=C4)Br)F)OC. Drug 2: CCC1(CC2CC(C3=C(CCN(C2)C1)C4=CC=CC=C4N3)(C5=C(C=C6C(=C5)C78CCN9C7C(C=CC9)(C(C(C8N6C)(C(=O)OC)O)OC(=O)C)CC)OC)C(=O)OC)O.OS(=O)(=O)O. Cell line: RPMI-8226. Synergy scores: CSS=50.3, Synergy_ZIP=12.4, Synergy_Bliss=16.8, Synergy_Loewe=-36.4, Synergy_HSA=13.3. (2) Drug 1: C1C(C(OC1N2C=NC3=C(N=C(N=C32)Cl)N)CO)O. Drug 2: CC1=C(C=C(C=C1)NC(=O)C2=CC=C(C=C2)CN3CCN(CC3)C)NC4=NC=CC(=N4)C5=CN=CC=C5. Cell line: U251. Synergy scores: CSS=15.5, Synergy_ZIP=-8.05, Synergy_Bliss=-7.94, Synergy_Loewe=-1.58, Synergy_HSA=-1.18. (3) Drug 1: CS(=O)(=O)C1=CC(=C(C=C1)C(=O)NC2=CC(=C(C=C2)Cl)C3=CC=CC=N3)Cl. Drug 2: CC1CCC2CC(C(=CC=CC=CC(CC(C(=O)C(C(C(=CC(C(=O)CC(OC(=O)C3CCCCN3C(=O)C(=O)C1(O2)O)C(C)CC4CCC(C(C4)OC)O)C)C)O)OC)C)C)C)OC. Cell line: MOLT-4. Synergy scores: CSS=43.6, Synergy_ZIP=10.3, Synergy_Bliss=11.3, Synergy_Loewe=-6.67, Synergy_HSA=12.4. (4) Drug 1: CNC(=O)C1=CC=CC=C1SC2=CC3=C(C=C2)C(=NN3)C=CC4=CC=CC=N4. Drug 2: C1=C(C(=O)NC(=O)N1)F. Cell line: NCI-H226. Synergy scores: CSS=20.7, Synergy_ZIP=8.24, Synergy_Bliss=4.94, Synergy_Loewe=4.01, Synergy_HSA=4.71.